Dataset: Catalyst prediction with 721,799 reactions and 888 catalyst types from USPTO. Task: Predict which catalyst facilitates the given reaction. (1) Reactant: [C:1]([O:8][CH2:9][CH3:10])(=[O:7])[C:2]([O:4]CC)=O.[O-]CC.[Na+].[CH3:15][C:16]1[CH:21]=[CH:20][N:19]=[C:18]([C:22](=[O:24])[CH3:23])[CH:17]=1.O. Product: [CH3:15][C:16]1[CH:21]=[CH:20][N:19]=[C:18]([C:22](=[O:24])[CH2:23][C:2](=[O:4])[C:1]([O:8][CH2:9][CH3:10])=[O:7])[CH:17]=1. The catalyst class is: 621. (2) Reactant: [NH:1]([C:8](=[O:28])[CH:9]([C:19]1[CH:27]=[CH:26][C:22]([C:23]([OH:25])=O)=[CH:21][CH:20]=1)[C:10]([NH:12][C:13]1[CH:18]=[CH:17][CH:16]=[CH:15][CH:14]=1)=[O:11])[C:2]1[CH:7]=[CH:6][CH:5]=[CH:4][CH:3]=1.CCN=C=NCCCN(C)C.C1C=CC2N(O)N=NC=2C=1.[NH2:50][C:51]1[CH:56]=[C:55]([C:57]2[CH:62]=[CH:61][CH:60]=[CH:59][CH:58]=2)[CH:54]=[CH:53][C:52]=1[OH:63]. Product: [OH:63][C:52]1[CH:53]=[CH:54][C:55]([C:57]2[CH:62]=[CH:61][CH:60]=[CH:59][CH:58]=2)=[CH:56][C:51]=1[NH:50][C:23]([C:22]1[CH:21]=[CH:20][C:19]([CH:9]([C:10]([NH:12][C:13]2[CH:18]=[CH:17][CH:16]=[CH:15][CH:14]=2)=[O:11])[C:8]([NH:1][C:2]2[CH:7]=[CH:6][CH:5]=[CH:4][CH:3]=2)=[O:28])=[CH:27][CH:26]=1)=[O:25]. The catalyst class is: 3. (3) Product: [Cl:1][C:2]1[CH:7]=[CH:6][C:5]([O:8][C:9]2[CH:16]=[CH:15][C:14]([CH2:17][Cl:25])=[CH:13][C:10]=2[C:11]#[N:12])=[CH:4][C:3]=1[C:19]([F:22])([F:21])[F:20]. Reactant: [Cl:1][C:2]1[CH:7]=[CH:6][C:5]([O:8][C:9]2[CH:16]=[CH:15][C:14]([CH2:17]O)=[CH:13][C:10]=2[C:11]#[N:12])=[CH:4][C:3]=1[C:19]([F:22])([F:21])[F:20].S(Cl)([Cl:25])=O. The catalyst class is: 2. (4) Reactant: [S:1]1[CH:5]=[CH:4][N:3]=[C:2]1[CH:6]([CH3:12])[C:7]([O:9]CC)=[O:8].[OH-].[Na+]. Product: [S:1]1[CH:5]=[CH:4][N:3]=[C:2]1[CH:6]([CH3:12])[C:7]([OH:9])=[O:8]. The catalyst class is: 5.